Dataset: Peptide-MHC class I binding affinity with 185,985 pairs from IEDB/IMGT. Task: Regression. Given a peptide amino acid sequence and an MHC pseudo amino acid sequence, predict their binding affinity value. This is MHC class I binding data. (1) The peptide sequence is REFVFKNKDG. The MHC is HLA-B45:01 with pseudo-sequence HLA-B45:01. The binding affinity (normalized) is 0.205. (2) The peptide sequence is RQFPTAAEF. The binding affinity (normalized) is 0.466. The MHC is Mamu-B52 with pseudo-sequence Mamu-B52. (3) The peptide sequence is RYRRLIQIL. The MHC is HLA-B08:02 with pseudo-sequence HLA-B08:02. The binding affinity (normalized) is 0.0847.